Task: Predict the reaction yield, written as a fraction of the theoretical maximum amount of product (1.0 means a 100% yield; for example, 0.34 means a 34% yield).. Dataset: Reaction yield outcomes from USPTO patents with 853,638 reactions (1) The reactants are [C:1]([CH2:9][C:10](=O)[C:11]1[CH:16]=[CH:15][CH:14]=[CH:13][CH:12]=1)(=[O:8])[C:2]1[CH:7]=[CH:6][CH:5]=[CH:4][CH:3]=1.[C:18]([O:22]C)(=[O:21])[CH:19]=[CH2:20].CC(C)([O-])C.[K+].Cl.[OH-].[Na+].C[N:34](C)C=O. The product is [C:11]1([C:10]2[C:9]([CH2:20][CH2:19][C:18]([OH:22])=[O:21])=[C:1]([C:2]3[CH:7]=[CH:6][CH:5]=[CH:4][CH:3]=3)[O:8][N:34]=2)[CH:16]=[CH:15][CH:14]=[CH:13][CH:12]=1. The catalyst is CO. The yield is 0.330. (2) The product is [F:27][C:28]1[C:33]([O:25][C:24]([C:13]2[CH:14]=[N:15][C:16]3[C:21]([C:12]=2[NH:11][CH2:10][C:4]2[CH:5]=[CH:6][C:7]([O:8][CH3:9])=[C:2]([Cl:1])[CH:3]=2)=[CH:20][C:19]([C:22]#[N:23])=[CH:18][CH:17]=3)=[O:26])=[C:32]([F:35])[C:31]([F:36])=[C:30]([F:37])[C:29]=1[F:38]. The yield is 0.410. The reactants are [Cl:1][C:2]1[CH:3]=[C:4]([CH2:10][NH:11][C:12]2[C:21]3[C:16](=[CH:17][CH:18]=[C:19]([C:22]#[N:23])[CH:20]=3)[N:15]=[CH:14][C:13]=2[C:24]([OH:26])=[O:25])[CH:5]=[CH:6][C:7]=1[O:8][CH3:9].[F:27][C:28]1[C:33](O)=[C:32]([F:35])[C:31]([F:36])=[C:30]([F:37])[C:29]=1[F:38].C1(N=C=NC2CCCCC2)CCCCC1. The catalyst is CN(C=O)C.C(OCC)(=O)C.